From a dataset of Forward reaction prediction with 1.9M reactions from USPTO patents (1976-2016). Predict the product of the given reaction. (1) Given the reactants [C:1]1([S:7]([N:10]2[C:18]3[C:13](=[CH:14][CH:15]=[CH:16][CH:17]=3)[CH:12]=[C:11]2[CH:19]([OH:22])[CH:20]=[CH2:21])(=[O:9])=[O:8])[CH:6]=[CH:5][CH:4]=[CH:3][CH:2]=1.C(N(CC)CC)C.[C:30](OC(=O)C)(=[O:32])[CH3:31].O, predict the reaction product. The product is: [C:1]1([S:7]([N:10]2[C:18]3[C:13](=[CH:14][CH:15]=[CH:16][CH:17]=3)[CH:12]=[C:11]2[CH:19]([O:22][C:30](=[O:32])[CH3:31])[CH:20]=[CH2:21])(=[O:8])=[O:9])[CH:2]=[CH:3][CH:4]=[CH:5][CH:6]=1. (2) Given the reactants [Cl:1][C:2]1[CH:7]=[CH:6][C:5]([C:8]2[N:12]=[C:11]([N:13]3[CH2:18][CH2:17][NH:16][CH2:15][CH2:14]3)[S:10][N:9]=2)=[CH:4][CH:3]=1.Br[CH2:20][C:21]([C:23]1[CH:28]=[CH:27][C:26]([O:29][CH3:30])=[CH:25][CH:24]=1)=[O:22].CCN(C(C)C)C(C)C, predict the reaction product. The product is: [Cl:1][C:2]1[CH:7]=[CH:6][C:5]([C:8]2[N:12]=[C:11]([N:13]3[CH2:18][CH2:17][N:16]([CH2:20][C:21]([C:23]4[CH:28]=[CH:27][C:26]([O:29][CH3:30])=[CH:25][CH:24]=4)=[O:22])[CH2:15][CH2:14]3)[S:10][N:9]=2)=[CH:4][CH:3]=1. (3) Given the reactants Cl[C:2]1[C:7]([C:8]([O:10][CH3:11])=[O:9])=[CH:6][N:5]=[C:4]([C:12]2[CH:17]=[CH:16][C:15]([CH3:18])=[C:14]([F:19])[CH:13]=2)[CH:3]=1.[Cl:20][C:21]1[CH:26]=[C:25]([O:27][C:28]([F:31])([F:30])[F:29])[CH:24]=[CH:23][C:22]=1[OH:32], predict the reaction product. The product is: [Cl:20][C:21]1[CH:26]=[C:25]([O:27][C:28]([F:29])([F:30])[F:31])[CH:24]=[CH:23][C:22]=1[O:32][C:2]1[C:7]([C:8]([O:10][CH3:11])=[O:9])=[CH:6][N:5]=[C:4]([C:12]2[CH:17]=[CH:16][C:15]([CH3:18])=[C:14]([F:19])[CH:13]=2)[CH:3]=1. (4) Given the reactants [Cl:1][C:2]1[CH:7]=[CH:6][CH:5]=[CH:4][C:3]=1[N:8]([CH3:27])[C:9]([C:11]1[S:26][C:14]2[C:15]3[CH:23]=[C:22]([C:24]#[N:25])[CH:21]=[CH:20][C:16]=3[O:17][CH2:18][CH2:19][C:13]=2[CH:12]=1)=[O:10].C([O-])([O-])=[O:29].[K+].[K+].OO, predict the reaction product. The product is: [Cl:1][C:2]1[CH:7]=[CH:6][CH:5]=[CH:4][C:3]=1[N:8]([CH3:27])[C:9]([C:11]1[S:26][C:14]2[C:15]3[CH:23]=[C:22]([C:24]([NH2:25])=[O:29])[CH:21]=[CH:20][C:16]=3[O:17][CH2:18][CH2:19][C:13]=2[CH:12]=1)=[O:10]. (5) Given the reactants Cl.[Br:2][C:3]1[CH:8]=[CH:7][CH:6]=[CH:5][C:4]=1[CH2:9][C:10]([OH:12])=[O:11].[CH3:13]O, predict the reaction product. The product is: [CH3:13][O:11][C:10](=[O:12])[CH2:9][C:4]1[CH:5]=[CH:6][CH:7]=[CH:8][C:3]=1[Br:2]. (6) Given the reactants [Cl:1][C:2]1[CH:3]=[C:4]([CH:15]=[CH:16][C:17]=1[Cl:18])[O:5][C:6]1[CH:12]=[CH:11][C:9](N)=[CH:8][C:7]=1[O:13][CH3:14].[I-:19].[K+], predict the reaction product. The product is: [Cl:18][C:17]1[CH:16]=[CH:15][C:4]([O:5][C:6]2[CH:12]=[CH:11][C:9]([I:19])=[CH:8][C:7]=2[O:13][CH3:14])=[CH:3][C:2]=1[Cl:1]. (7) Given the reactants [NH2:1][C:2]1[CH:17]=[CH:16][C:5]([CH:6]([P:8](=[O:15])([O:12][CH2:13][CH3:14])[O:9][CH2:10][CH3:11])[OH:7])=[CH:4][CH:3]=1.[N:18]1([C:27]2[O:28][C:29]([CH2:39][CH2:40][C:41](O)=[O:42])=[C:30]([C:32]3[CH:37]=[CH:36][C:35]([Cl:38])=[CH:34][CH:33]=3)[N:31]=2)[C:22]2[CH:23]=[CH:24][CH:25]=[CH:26][C:21]=2[N:20]=[CH:19]1.ON1C2N=CC=CC=2N=N1.C(N=C=NCCCN(C)C)C.Cl, predict the reaction product. The product is: [N:18]1([C:27]2[O:28][C:29]([CH2:39][CH2:40][C:41]([NH:1][C:2]3[CH:3]=[CH:4][C:5]([CH:6]([P:8]([O:9][CH2:10][CH3:11])([O:12][CH2:13][CH3:14])=[O:15])[OH:7])=[CH:16][CH:17]=3)=[O:42])=[C:30]([C:32]3[CH:37]=[CH:36][C:35]([Cl:38])=[CH:34][CH:33]=3)[N:31]=2)[C:22]2[CH:23]=[CH:24][CH:25]=[CH:26][C:21]=2[N:20]=[CH:19]1. (8) Given the reactants [CH3:1][S:2]([NH:5][C:6]1[CH:21]=[CH:20][C:9]2[NH:10][C:11]([CH2:16][C:17]([OH:19])=O)=[N:12][S:13](=[O:15])(=[O:14])[C:8]=2[CH:7]=1)(=[O:4])=[O:3].[CH2:22]([O:24][C:25]([C@@H:27]1[CH2:31][CH2:30][CH2:29][C@@H:28]1[NH:32][CH2:33][CH2:34][CH:35]([CH3:37])[CH3:36])=[O:26])[CH3:23].Cl.CN(C)CCCN=C=NCC.CN1CCOCC1.Cl, predict the reaction product. The product is: [CH2:22]([O:24][C:25]([C@@H:27]1[CH2:31][CH2:30][CH2:29][C@@H:28]1[N:32]([C:17](=[O:19])[CH2:16][C:11]1[NH:10][C:9]2[CH:20]=[CH:21][C:6]([NH:5][S:2]([CH3:1])(=[O:3])=[O:4])=[CH:7][C:8]=2[S:13](=[O:14])(=[O:15])[N:12]=1)[CH2:33][CH2:34][CH:35]([CH3:36])[CH3:37])=[O:26])[CH3:23]. (9) Given the reactants [H-].[H-].[H-].[H-].[Li+].[Al+3].[F:7][C:8]1[CH:13]=[CH:12][C:11]([F:14])=[CH:10][C:9]=1[C@H:15]1[CH2:19][CH2:18][CH2:17][N:16]1[C:20]1[CH:25]=[CH:24][N:23]2[N:26]=[CH:27][C:28]([C:29]([NH:31][CH2:32][C@@H:33]([OH:39])[CH2:34][C:35](OC)=[O:36])=[O:30])=[C:22]2[CH:21]=1.CCOC(C)=O.[NH4+].[Cl-], predict the reaction product. The product is: [F:7][C:8]1[CH:13]=[CH:12][C:11]([F:14])=[CH:10][C:9]=1[C@H:15]1[CH2:19][CH2:18][CH2:17][N:16]1[C:20]1[CH:25]=[CH:24][N:23]2[N:26]=[CH:27][C:28]([C:29]([NH:31][CH2:32][C@@H:33]([OH:39])[CH2:34][CH2:35][OH:36])=[O:30])=[C:22]2[CH:21]=1. (10) Given the reactants [CH:1]1([C:8]([C:10]2[CH:15]=[C:14]([O:16][CH3:17])[CH:13]=[C:12]([O:18][CH3:19])[CH:11]=2)=O)[CH2:7][CH2:6][CH2:5][CH2:4][CH2:3][CH2:2]1.C(C1(C2C=C(OC)C=C(OC)C=2)[S:28][CH2:27][CH2:26][S:25]1)CCC, predict the reaction product. The product is: [CH:1]1([C:8]2([C:10]3[CH:15]=[C:14]([O:16][CH3:17])[CH:13]=[C:12]([O:18][CH3:19])[CH:11]=3)[S:28][CH2:27][CH2:26][S:25]2)[CH2:7][CH2:6][CH2:5][CH2:4][CH2:3][CH2:2]1.